From a dataset of Full USPTO retrosynthesis dataset with 1.9M reactions from patents (1976-2016). Predict the reactants needed to synthesize the given product. (1) Given the product [F:1][C:2]1[CH:21]=[C:20]([N+:22]([O-:24])=[O:23])[CH:19]=[CH:18][C:3]=1[O:4][C:5]1[C:14]2[C:9](=[CH:10][C:11]([O:17][CH2:64][CH2:63][CH2:62][N:59]3[CH2:60][CH2:61][O:56][CH2:57][CH2:58]3)=[C:12]([O:15][CH3:16])[CH:13]=2)[N:8]=[CH:7][CH:6]=1, predict the reactants needed to synthesize it. The reactants are: [F:1][C:2]1[CH:21]=[C:20]([N+:22]([O-:24])=[O:23])[CH:19]=[CH:18][C:3]=1[O:4][C:5]1[C:14]2[C:9](=[CH:10][C:11]([OH:17])=[C:12]([O:15][CH3:16])[CH:13]=2)[N:8]=[CH:7][CH:6]=1.C(OC1C=C2C(C(OC3C=CC([N+]([O-])=O)=CC=3F)=CC=N2)=CC=1OC)C1C=CC=CC=1.[O:56]1[CH2:61][CH2:60][N:59]([CH2:62][CH2:63][CH2:64]O)[CH2:58][CH2:57]1.C1(P(C2C=CC=CC=2)C2C=CC=CC=2)C=CC=CC=1.CCOC(/N=N/C(OCC)=O)=O. (2) Given the product [ClH:8].[NH2:9][CH2:10][C:11](=[O:17])[CH2:12][CH2:13][C:14]([O:6][CH2:5][CH2:4][CH2:3][CH:2]([CH3:7])[CH3:1])=[O:15], predict the reactants needed to synthesize it. The reactants are: [CH3:1][CH:2]([CH3:7])[CH2:3][CH2:4][CH2:5][OH:6].[ClH:8].[NH2:9][CH2:10][C:11](=[O:17])[CH2:12][CH2:13][C:14](O)=[O:15]. (3) Given the product [OH:24][C:20]1[CH:19]=[C:18]([C:5]2[CH:6]=[CH:7][CH:8]=[C:9]3[C:4]=2[N:3]=[C:2]([C:41]2[CH:40]=[CH:39][C:38]([NH:37][C:35](=[O:36])[NH:34][C:31]4[CH:30]=[CH:29][C:28]([C:27]([N:26]([CH3:54])[CH3:25])=[O:53])=[CH:33][CH:32]=4)=[CH:43][CH:42]=2)[N:11]=[C:10]3[N:12]2[CH2:17][CH2:16][O:15][CH2:14][CH2:13]2)[CH:23]=[CH:22][CH:21]=1, predict the reactants needed to synthesize it. The reactants are: Cl[C:2]1[N:11]=[C:10]([N:12]2[CH2:17][CH2:16][O:15][CH2:14][CH2:13]2)[C:9]2[C:4](=[C:5]([C:18]3[CH:19]=[C:20]([OH:24])[CH:21]=[CH:22][CH:23]=3)[CH:6]=[CH:7][CH:8]=2)[N:3]=1.[CH3:25][N:26]([CH3:54])[C:27](=[O:53])[C:28]1[CH:33]=[CH:32][C:31]([NH:34][C:35]([NH:37][C:38]2[CH:43]=[CH:42][C:41](B3OC(C)(C)C(C)(C)O3)=[CH:40][CH:39]=2)=[O:36])=[CH:30][CH:29]=1.C(=O)([O-])[O-].[Cs+].[Cs+].CN(C=O)C. (4) Given the product [Br:23][CH2:20][C:19]([C:18]1[C:13]2[CH:12]=[CH:11][N:10]([S:7]([C:4]3[CH:3]=[CH:2][C:1]([CH3:22])=[CH:6][CH:5]=3)(=[O:9])=[O:8])[C:14]=2[N:15]=[CH:16][N:17]=1)=[O:21], predict the reactants needed to synthesize it. The reactants are: [C:1]1([CH3:22])[CH:6]=[CH:5][C:4]([S:7]([N:10]2[C:14]3[N:15]=[CH:16][N:17]=[C:18]([C:19](=[O:21])[CH3:20])[C:13]=3[CH:12]=[CH:11]2)(=[O:9])=[O:8])=[CH:3][CH:2]=1.[BrH:23].BrBr. (5) Given the product [C:35]([O:38][C:39]([NH:1][C:2]1[CH:10]=[CH:9][CH:8]=[CH:7][C:3]=1[C:4]([OH:6])=[O:5])=[O:40])([CH3:37])([CH3:36])[CH3:34], predict the reactants needed to synthesize it. The reactants are: [NH2:1][C:2]1[CH:10]=[CH:9][CH:8]=[CH:7][C:3]=1[C:4]([OH:6])=[O:5].CC1C=CC(COC(NNC(C2C=NC=CN=2)=O)=O)=CC=1.[OH-].[Na+].[CH3:34][C:35]([O:38][C:39](O[C:39]([O:38][C:35]([CH3:37])([CH3:36])[CH3:34])=[O:40])=[O:40])([CH3:37])[CH3:36].